Dataset: Catalyst prediction with 721,799 reactions and 888 catalyst types from USPTO. Task: Predict which catalyst facilitates the given reaction. (1) Reactant: [C:1]([O:5][CH:6]([C:11]1[C:16]([C:17]([F:20])([F:19])[F:18])=[CH:15][CH:14]=[C:13]([C:21]2[CH:26]=[CH:25][C:24]([NH:27][C:28](=[O:30])[CH3:29])=[CH:23][CH:22]=2)[C:12]=1[C:31]1[CH:32]=[CH:33][C:34]2[O:39][CH2:38][CH2:37][CH2:36][C:35]=2[CH:40]=1)[C:7]([O:9]C)=[O:8])([CH3:4])([CH3:3])[CH3:2].[OH-].[Li+]. Product: [NH2:27][C:24]1[CH:23]=[CH:22][C:21]([C:13]2[C:12]([C:31]3[CH:32]=[CH:33][C:34]4[O:39][CH2:38][CH2:37][CH2:36][C:35]=4[CH:40]=3)=[C:11]([CH:6]([O:5][C:1]([CH3:4])([CH3:3])[CH3:2])[C:7]([OH:9])=[O:8])[C:16]([C:17]([F:19])([F:20])[F:18])=[CH:15][CH:14]=2)=[CH:26][CH:25]=1.[C:1]([O:5][CH:6]([C:11]1[C:16]([C:17]([F:18])([F:19])[F:20])=[CH:15][CH:14]=[C:13]([C:21]2[CH:26]=[CH:25][C:24]([NH:27][C:28](=[O:30])[CH3:29])=[CH:23][CH:22]=2)[C:12]=1[C:31]1[CH:32]=[CH:33][C:34]2[O:39][CH2:38][CH2:37][CH2:36][C:35]=2[CH:40]=1)[C:7]([OH:9])=[O:8])([CH3:2])([CH3:3])[CH3:4]. The catalyst class is: 38. (2) Reactant: [Br:1][C:2]1[CH:7]=[CH:6][N:5]=[C:4]([CH2:8][NH2:9])[CH:3]=1.[C:10](=O)([O-])[O-:11].[Na+].[Na+]. Product: [Br:1][C:2]1[CH:7]=[CH:6][N:5]=[C:4]([CH2:8][NH:9][CH:10]=[O:11])[CH:3]=1. The catalyst class is: 106. (3) Reactant: [CH3:1][N:2]([C:6]1[CH:11]=[CH:10][CH:9]=[C:8]([C:12]2[N:17]3[N:18]=[CH:19][C:20]([C:21]([C:23]4[S:24][CH:25]=[CH:26][CH:27]=4)=[O:22])=[C:16]3[N:15]=[CH:14][CH:13]=2)[CH:7]=1)[C:3](=[O:5])[CH3:4].C(O)(=O)C.[BrH:32].C(OCC)C. Product: [BrH:32].[CH3:1][N:2]([C:6]1[CH:11]=[CH:10][CH:9]=[C:8]([C:12]2[N:17]3[N:18]=[CH:19][C:20]([C:21]([C:23]4[S:24][CH:25]=[CH:26][CH:27]=4)=[O:22])=[C:16]3[N:15]=[CH:14][CH:13]=2)[CH:7]=1)[C:3](=[O:5])[CH3:4]. The catalyst class is: 15. (4) Reactant: [CH3:1][O:2][C:3]1[C:8]2[C:9]([C:30]3[CH:35]=[CH:34][CH:33]=[CH:32][CH:31]=3)=[C:10]([C:12]3[CH:17]=[CH:16][C:15]([C:18]4([NH:22][C:23](=[O:29])[O:24][C:25]([CH3:28])([CH3:27])[CH3:26])[CH2:21][CH2:20][CH2:19]4)=[CH:14][CH:13]=3)[O:11][C:7]=2[CH:6]=[CH:5][N:4]=1.[Br:36]Br. Product: [Br:36][C:6]1[C:7]2[O:11][C:10]([C:12]3[CH:13]=[CH:14][C:15]([C:18]4([NH:22][C:23](=[O:29])[O:24][C:25]([CH3:28])([CH3:26])[CH3:27])[CH2:21][CH2:20][CH2:19]4)=[CH:16][CH:17]=3)=[C:9]([C:30]3[CH:35]=[CH:34][CH:33]=[CH:32][CH:31]=3)[C:8]=2[C:3]([O:2][CH3:1])=[N:4][CH:5]=1. The catalyst class is: 53. (5) Product: [NH2:10][C:8]1[CH:7]=[N:6][N:5]([CH2:4][C:3]([N:2]([CH3:14])[CH3:1])=[O:13])[CH:9]=1. Reactant: [CH3:1][N:2]([CH3:14])[C:3](=[O:13])[CH2:4][N:5]1[CH:9]=[C:8]([N+:10]([O-])=O)[CH:7]=[N:6]1. The catalyst class is: 19.